Dataset: Forward reaction prediction with 1.9M reactions from USPTO patents (1976-2016). Task: Predict the product of the given reaction. (1) Given the reactants Br[C:2]1[C:10]2[C:5](=[CH:6][CH:7]=[CH:8][CH:9]=2)[N:4]([CH2:11][CH2:12][CH2:13][O:14][C:15]2[C:24]3[C:19](=[CH:20][CH:21]=[CH:22][CH:23]=3)[CH:18]=[CH:17][CH:16]=2)[C:3]=1[C:25]([O:27][CH2:28][CH3:29])=[O:26].[NH:30]1[CH2:35][CH2:34][CH2:33][CH2:32][CH2:31]1.C1(P(C2C=CC=CC=2)C2C=CC3C(=CC=CC=3)C=2C2C3C(=CC=CC=3)C=CC=2P(C2C=CC=CC=2)C2C=CC=CC=2)C=CC=CC=1.C([O-])([O-])=O.[Cs+].[Cs+], predict the reaction product. The product is: [C:15]1([O:14][CH2:13][CH2:12][CH2:11][N:4]2[C:5]3[C:10](=[CH:9][CH:8]=[CH:7][CH:6]=3)[C:2]([N:30]3[CH2:35][CH2:34][CH2:33][CH2:32][CH2:31]3)=[C:3]2[C:25]([O:27][CH2:28][CH3:29])=[O:26])[C:24]2[C:19](=[CH:20][CH:21]=[CH:22][CH:23]=2)[CH:18]=[CH:17][CH:16]=1. (2) Given the reactants [F:1][C:2]1[CH:7]=[C:6]([I:8])[CH:5]=[CH:4][C:3]=1[CH2:9][C:10]#N.[OH2:12].[OH-:13].[K+], predict the reaction product. The product is: [F:1][C:2]1[CH:7]=[C:6]([I:8])[CH:5]=[CH:4][C:3]=1[CH2:9][C:10]([OH:13])=[O:12]. (3) Given the reactants Cl[C:2]1[N:19]=[C:5]2[CH:6]=[CH:7][C:8]([S:10]([C:13]3[CH:18]=[CH:17][CH:16]=[CH:15][CH:14]=3)(=[O:12])=[O:11])=[CH:9][N:4]2[N:3]=1.[Br:20][C:21]1[CH:26]=[CH:25][C:24]([CH2:27][NH2:28])=[CH:23][CH:22]=1, predict the reaction product. The product is: [Br:20][C:21]1[CH:26]=[CH:25][C:24]([CH2:27][NH:28][C:2]2[N:19]=[C:5]3[CH:6]=[CH:7][C:8]([S:10]([C:13]4[CH:18]=[CH:17][CH:16]=[CH:15][CH:14]=4)(=[O:12])=[O:11])=[CH:9][N:4]3[N:3]=2)=[CH:23][CH:22]=1. (4) Given the reactants [CH:1]([C:3]1[N:4]=[CH:5][C:6]([NH:9][C:10](=[O:27])[CH:11]([NH:15][C:16](=[O:26])[CH2:17][C:18]2[CH:23]=[C:22]([F:24])[CH:21]=[C:20]([F:25])[CH:19]=2)[CH2:12][CH2:13][CH3:14])=[N:7][CH:8]=1)=[O:2].[BH4-].[Na+], predict the reaction product. The product is: [OH:2][CH2:1][C:3]1[N:4]=[CH:5][C:6]([NH:9][C:10](=[O:27])[CH:11]([NH:15][C:16](=[O:26])[CH2:17][C:18]2[CH:19]=[C:20]([F:25])[CH:21]=[C:22]([F:24])[CH:23]=2)[CH2:12][CH2:13][CH3:14])=[N:7][CH:8]=1. (5) Given the reactants [CH2:1]([SnH:5]([CH2:10][CH2:11][CH2:12][CH3:13])[CH2:6][CH2:7][CH2:8][CH3:9])[CH2:2][CH2:3][CH3:4].[Li+].CC([N-]C(C)C)C.Cl[C:23]1[N:28]=[C:27]([CH:29]([CH3:31])[CH3:30])[CH:26]=[CH:25][N:24]=1, predict the reaction product. The product is: [CH:29]([C:27]1[CH:26]=[CH:25][N:24]=[C:23]([Sn:5]([CH2:1][CH2:2][CH2:3][CH3:4])([CH2:6][CH2:7][CH2:8][CH3:9])[CH2:10][CH2:11][CH2:12][CH3:13])[N:28]=1)([CH3:31])[CH3:30]. (6) Given the reactants Br[C:2]1[CH:7]=[CH:6][C:5]([C:8]2[NH:12][C:11]([C@@H:13]([NH:18][C:19](=[O:25])[O:20][C:21]([CH3:24])([CH3:23])[CH3:22])[C:14]([CH3:17])([CH3:16])[CH3:15])=[N:10][CH:9]=2)=[CH:4][CH:3]=1.CC([O-])=O.[K+].[CH3:31][C:32]1([CH3:48])[C:36]([CH3:38])([CH3:37])[O:35][B:34]([B:34]2[O:35][C:36]([CH3:38])([CH3:37])[C:32]([CH3:48])([CH3:31])[O:33]2)[O:33]1, predict the reaction product. The product is: [CH3:15][C:14]([CH3:17])([CH3:16])[C@H:13]([NH:18][C:19](=[O:25])[O:20][C:21]([CH3:24])([CH3:23])[CH3:22])[C:11]1[NH:12][C:8]([C:5]2[CH:6]=[CH:7][C:2]([B:34]3[O:35][C:36]([CH3:38])([CH3:37])[C:32]([CH3:48])([CH3:31])[O:33]3)=[CH:3][CH:4]=2)=[CH:9][N:10]=1. (7) Given the reactants [N:1]1[CH:6]=[CH:5][C:4]([N:7]2[CH2:12][CH2:11][CH:10]([C:13](Cl)=[O:14])[CH2:9][CH2:8]2)=[CH:3][CH:2]=1.[CH3:16][CH:17]1[CH2:22][NH:21][CH:20]([CH3:23])[CH2:19][N:18]1[S:24]([C:27]1[CH:36]=[CH:35][C:34]2[C:29](=[CH:30][CH:31]=[CH:32][CH:33]=2)[CH:28]=1)(=[O:26])=[O:25], predict the reaction product. The product is: [CH3:16][CH:17]1[CH2:22][N:21]([C:13]([CH:10]2[CH2:11][CH2:12][N:7]([C:4]3[CH:5]=[CH:6][N:1]=[CH:2][CH:3]=3)[CH2:8][CH2:9]2)=[O:14])[CH:20]([CH3:23])[CH2:19][N:18]1[S:24]([C:27]1[CH:36]=[CH:35][C:34]2[C:29](=[CH:30][CH:31]=[CH:32][CH:33]=2)[CH:28]=1)(=[O:26])=[O:25]. (8) Given the reactants [C:1]([O:5][C:6](=[O:24])[NH:7][C:8]([CH2:19][NH:20][CH2:21][C:22]#[N:23])([C:12]1[CH:17]=[CH:16][CH:15]=[CH:14][C:13]=1[F:18])[CH:9]([F:11])[F:10])([CH3:4])([CH3:3])[CH3:2].Cl[C:26]([O:28][CH2:29][C:30]([Cl:33])([Cl:32])[Cl:31])=[O:27], predict the reaction product. The product is: [Cl:31][C:30]([Cl:33])([Cl:32])[CH2:29][O:28][C:26](=[O:27])[N:20]([CH2:19][C:8]([NH:7][C:6]([O:5][C:1]([CH3:4])([CH3:2])[CH3:3])=[O:24])([C:12]1[CH:17]=[CH:16][CH:15]=[CH:14][C:13]=1[F:18])[CH:9]([F:10])[F:11])[CH2:21][C:22]#[N:23]. (9) The product is: [C:1]1([S:7]([CH2:10][C:11]2[C:16]([C:17]([O:19][CH3:20])=[O:18])=[C:15]([NH:21][CH2:22][C:23]3[CH:41]=[CH:42][CH:37]=[CH:38][CH:39]=3)[C:14]([C:32]3[CH:36]=[CH:35][O:34][CH:33]=3)=[CH:13][CH:12]=2)(=[O:9])=[O:8])[CH:2]=[CH:3][CH:4]=[CH:5][CH:6]=1. Given the reactants [C:1]1([S:7]([CH2:10][C:11]2[C:16]([C:17]([O:19][CH3:20])=[O:18])=[C:15]([NH:21][CH2:22][CH2:23]NC(OC(C)(C)C)=O)[C:14]([C:32]3[CH:36]=[CH:35][O:34][CH:33]=3)=[CH:13][CH:12]=2)(=[O:9])=[O:8])[CH:6]=[CH:5][CH:4]=[CH:3][CH:2]=1.[C:37]1(S(C[C:37]2[C:42](C(OC)=O)=[C:41](OS(C(F)(F)F)(=O)=O)C(C3C=COC=3)=[CH:39][CH:38]=2)(=O)=O)[CH:42]=[CH:41]C=[CH:39][CH:38]=1.C(N)C1C=CC=CC=1, predict the reaction product.